From a dataset of NCI-60 drug combinations with 297,098 pairs across 59 cell lines. Regression. Given two drug SMILES strings and cell line genomic features, predict the synergy score measuring deviation from expected non-interaction effect. (1) Drug 1: COC1=NC(=NC2=C1N=CN2C3C(C(C(O3)CO)O)O)N. Drug 2: CC12CCC3C(C1CCC2OP(=O)(O)O)CCC4=C3C=CC(=C4)OC(=O)N(CCCl)CCCl.[Na+]. Cell line: NCI/ADR-RES. Synergy scores: CSS=-5.69, Synergy_ZIP=2.05, Synergy_Bliss=0.382, Synergy_Loewe=-4.67, Synergy_HSA=-3.78. (2) Drug 1: CC1CCC2CC(C(=CC=CC=CC(CC(C(=O)C(C(C(=CC(C(=O)CC(OC(=O)C3CCCCN3C(=O)C(=O)C1(O2)O)C(C)CC4CCC(C(C4)OC)OCCO)C)C)O)OC)C)C)C)OC. Drug 2: CS(=O)(=O)OCCCCOS(=O)(=O)C. Cell line: HT29. Synergy scores: CSS=24.3, Synergy_ZIP=-8.30, Synergy_Bliss=-6.48, Synergy_Loewe=-58.6, Synergy_HSA=-4.68.